From a dataset of Full USPTO retrosynthesis dataset with 1.9M reactions from patents (1976-2016). Predict the reactants needed to synthesize the given product. (1) Given the product [Br:27][C:7]1[C:2]([OH:1])=[C:3]([CH2:8][C:9]([O:11][CH3:12])=[O:10])[CH:4]=[CH:5][CH:6]=1, predict the reactants needed to synthesize it. The reactants are: [OH:1][C:2]1[CH:7]=[CH:6][CH:5]=[CH:4][C:3]=1[CH2:8][C:9]([O:11][CH3:12])=[O:10].C(NC(C)C)(C)C.C1C(=O)N([Br:27])C(=O)C1. (2) Given the product [N:21]1([C:18]2[CH:19]=[CH:20][C:15]([C:14]([NH:13][C:6]3[CH:7]=[CH:8][C:9]4[NH:10][C:36]([C:35]5[CH:34]=[CH:33][C:32]([N:27]6[CH2:31][CH2:30][CH2:29][CH2:28]6)=[CH:39][CH:38]=5)=[N:1][C:4]=4[CH:5]=3)=[O:26])=[CH:16][CH:17]=2)[CH2:25][CH2:24][CH2:23][CH2:22]1, predict the reactants needed to synthesize it. The reactants are: [N+:1]([C:4]1[CH:5]=[C:6]([NH:13][C:14](=[O:26])[C:15]2[CH:20]=[CH:19][C:18]([N:21]3[CH2:25][CH2:24][CH2:23][CH2:22]3)=[CH:17][CH:16]=2)[CH:7]=[CH:8][C:9]=1[N+:10]([O-])=O)([O-])=O.[N:27]1([C:32]2[CH:39]=[CH:38][C:35]([CH:36]=O)=[CH:34][CH:33]=2)[CH2:31][CH2:30][CH2:29][CH2:28]1.